From a dataset of NCI-60 drug combinations with 297,098 pairs across 59 cell lines. Regression. Given two drug SMILES strings and cell line genomic features, predict the synergy score measuring deviation from expected non-interaction effect. (1) Drug 1: C1=C(C(=O)NC(=O)N1)F. Drug 2: C1=NC2=C(N1)C(=S)N=CN2. Cell line: A549. Synergy scores: CSS=48.0, Synergy_ZIP=-0.713, Synergy_Bliss=-4.16, Synergy_Loewe=-1.94, Synergy_HSA=0.126. (2) Drug 1: CC1C(C(=O)NC(C(=O)N2CCCC2C(=O)N(CC(=O)N(C(C(=O)O1)C(C)C)C)C)C(C)C)NC(=O)C3=C4C(=C(C=C3)C)OC5=C(C(=O)C(=C(C5=N4)C(=O)NC6C(OC(=O)C(N(C(=O)CN(C(=O)C7CCCN7C(=O)C(NC6=O)C(C)C)C)C)C(C)C)C)N)C. Drug 2: C1C(C(OC1N2C=NC(=NC2=O)N)CO)O. Cell line: SNB-75. Synergy scores: CSS=2.65, Synergy_ZIP=-2.71, Synergy_Bliss=0.192, Synergy_Loewe=-2.66, Synergy_HSA=-0.0668. (3) Drug 1: CN(C)N=NC1=C(NC=N1)C(=O)N. Drug 2: C1C(C(OC1N2C=NC3=C(N=C(N=C32)Cl)N)CO)O. Cell line: OVCAR-8. Synergy scores: CSS=23.8, Synergy_ZIP=-9.21, Synergy_Bliss=-6.74, Synergy_Loewe=-37.7, Synergy_HSA=-7.91. (4) Drug 2: COC1=C2C(=CC3=C1OC=C3)C=CC(=O)O2. Synergy scores: CSS=26.2, Synergy_ZIP=4.27, Synergy_Bliss=3.48, Synergy_Loewe=-2.58, Synergy_HSA=4.65. Drug 1: CCCCC(=O)OCC(=O)C1(CC(C2=C(C1)C(=C3C(=C2O)C(=O)C4=C(C3=O)C=CC=C4OC)O)OC5CC(C(C(O5)C)O)NC(=O)C(F)(F)F)O. Cell line: MCF7. (5) Drug 1: CC(CN1CC(=O)NC(=O)C1)N2CC(=O)NC(=O)C2. Drug 2: N.N.Cl[Pt+2]Cl. Cell line: PC-3. Synergy scores: CSS=14.8, Synergy_ZIP=-4.74, Synergy_Bliss=-1.49, Synergy_Loewe=-0.169, Synergy_HSA=-0.0317. (6) Drug 1: C1=NC2=C(N1)C(=S)N=C(N2)N. Drug 2: C1CNP(=O)(OC1)N(CCCl)CCCl. Cell line: OVCAR-8. Synergy scores: CSS=26.1, Synergy_ZIP=-0.931, Synergy_Bliss=-1.34, Synergy_Loewe=-38.7, Synergy_HSA=-2.07. (7) Drug 1: CC1C(C(CC(O1)OC2CC(CC3=C2C(=C4C(=C3O)C(=O)C5=C(C4=O)C(=CC=C5)OC)O)(C(=O)C)O)N)O.Cl. Drug 2: C1CN(CCN1C(=O)CCBr)C(=O)CCBr. Cell line: OVCAR-8. Synergy scores: CSS=37.3, Synergy_ZIP=-2.63, Synergy_Bliss=2.53, Synergy_Loewe=-30.8, Synergy_HSA=1.06. (8) Drug 1: C1=CC=C(C(=C1)C(C2=CC=C(C=C2)Cl)C(Cl)Cl)Cl. Drug 2: CCCCCOC(=O)NC1=NC(=O)N(C=C1F)C2C(C(C(O2)C)O)O. Cell line: OVCAR-8. Synergy scores: CSS=1.19, Synergy_ZIP=-1.83, Synergy_Bliss=-3.69, Synergy_Loewe=-2.53, Synergy_HSA=-3.14. (9) Drug 1: CC=C1C(=O)NC(C(=O)OC2CC(=O)NC(C(=O)NC(CSSCCC=C2)C(=O)N1)C(C)C)C(C)C. Drug 2: CC1C(C(CC(O1)OC2CC(OC(C2O)C)OC3=CC4=CC5=C(C(=O)C(C(C5)C(C(=O)C(C(C)O)O)OC)OC6CC(C(C(O6)C)O)OC7CC(C(C(O7)C)O)OC8CC(C(C(O8)C)O)(C)O)C(=C4C(=C3C)O)O)O)O. Cell line: NCI-H226. Synergy scores: CSS=54.8, Synergy_ZIP=-0.865, Synergy_Bliss=0.117, Synergy_Loewe=-0.231, Synergy_HSA=2.15. (10) Synergy scores: CSS=34.1, Synergy_ZIP=-15.2, Synergy_Bliss=-17.6, Synergy_Loewe=-12.6, Synergy_HSA=-12.2. Cell line: LOX IMVI. Drug 1: C1C(C(OC1N2C=C(C(=O)NC2=O)F)CO)O. Drug 2: CC1=C(N=C(N=C1N)C(CC(=O)N)NCC(C(=O)N)N)C(=O)NC(C(C2=CN=CN2)OC3C(C(C(C(O3)CO)O)O)OC4C(C(C(C(O4)CO)O)OC(=O)N)O)C(=O)NC(C)C(C(C)C(=O)NC(C(C)O)C(=O)NCCC5=NC(=CS5)C6=NC(=CS6)C(=O)NCCC[S+](C)C)O.